The task is: Predict the product of the given reaction.. This data is from Forward reaction prediction with 1.9M reactions from USPTO patents (1976-2016). (1) Given the reactants [CH3:1][O:2][C:3]1([C:21]2[CH:26]=[CH:25][CH:24]=[CH:23][C:22]=2[CH3:27])[CH2:8][CH2:7][C:6]2[C:9]([C:18]([OH:20])=O)=[CH:10][C:11]3[N:12]([CH3:17])[C:13]([CH3:16])=[N:14][C:15]=3[C:5]=2[O:4]1.CN(C(O[N:36]1N=NC2C=[CH:40][CH:41]=[CH:42][C:37]1=2)=[N+](C)C)C.[B-](F)(F)(F)F.CCN(C(C)C)C(C)C.N1CCCC1.[Cl-].[NH4+], predict the reaction product. The product is: [CH3:1][O:2][C:3]1([C:21]2[CH:26]=[CH:25][CH:24]=[CH:23][C:22]=2[CH3:27])[CH2:8][CH2:7][C:6]2[C:9]([C:18]([N:36]3[CH2:37][CH2:42][CH2:41][CH2:40]3)=[O:20])=[CH:10][C:11]3[N:12]([CH3:17])[C:13]([CH3:16])=[N:14][C:15]=3[C:5]=2[O:4]1. (2) The product is: [OH:20][C@:10]([CH2:15][CH:16]=[C:17]([CH3:18])[CH3:19])([CH2:11][C:12]([O:14][CH3:22])=[O:13])[C:9]([O:8][CH2:1][C:2]1[CH:3]=[CH:4][CH:5]=[CH:6][CH:7]=1)=[O:21]. Given the reactants [CH2:1]([O:8][C:9](=[O:21])[C:10]([OH:20])([CH2:15][CH:16]=[C:17]([CH3:19])[CH3:18])[CH2:11][C:12]([OH:14])=[O:13])[C:2]1[CH:7]=[CH:6][CH:5]=[CH:4][CH:3]=1.[CH:22]1C=CC=CC=1.[Si](C=[N+]=[N-])(C)(C)C, predict the reaction product.